Dataset: Reaction yield outcomes from USPTO patents with 853,638 reactions. Task: Predict the reaction yield, written as a fraction of the theoretical maximum amount of product (1.0 means a 100% yield; for example, 0.34 means a 34% yield). (1) The reactants are [CH3:1][C:2]1[O:3][C:4]([C:13]2[CH:18]=[CH:17][CH:16]=[CH:15][CH:14]=2)=[CH:5][C:6]=1[CH:7](O)[CH2:8][CH2:9][CH2:10][CH3:11].S(Cl)([Cl:21])=O. The catalyst is C1(C)C=CC=CC=1. The product is [Cl:21][CH:7]([C:6]1[CH:5]=[C:4]([C:13]2[CH:18]=[CH:17][CH:16]=[CH:15][CH:14]=2)[O:3][C:2]=1[CH3:1])[CH2:8][CH2:9][CH2:10][CH3:11]. The yield is 1.00. (2) The reactants are [C:1]([O:7][C:8]([CH3:11])([CH3:10])[CH3:9])(=[O:6])[CH2:2][C:3]([O-:5])=[O:4].[C:12]1([CH2:25]O)[C:24]2[CH2:23][C:22]3[C:17](=[CH:18][CH:19]=[CH:20][CH:21]=3)[C:16]=2[CH:15]=[CH:14][CH:13]=1.CCN=C=NCCCN(C)C.Cl. The catalyst is CN(C1C=CN=CC=1)C.C(Cl)Cl. The product is [C:1]([O:7][C:8]([CH3:11])([CH3:10])[CH3:9])(=[O:6])[CH2:2][C:3]([O:5][CH2:25][C:12]1[C:24]2[CH2:23][C:22]3[C:17](=[CH:18][CH:19]=[CH:20][CH:21]=3)[C:16]=2[CH:15]=[CH:14][CH:13]=1)=[O:4]. The yield is 0.960.